This data is from Forward reaction prediction with 1.9M reactions from USPTO patents (1976-2016). The task is: Predict the product of the given reaction. (1) Given the reactants [C:1]([C:5]1[C:9]([CH:10]=O)=[CH:8][N:7]([C:12]2[CH:17]=[CH:16][N:15]=[C:14]([NH:18][C:19]3[CH:24]=[C:23]([N+:25]([O-])=O)[C:22]([N:28]4[CH2:32][CH2:31][CH2:30][CH2:29]4)=[CH:21][C:20]=3[O:33][CH3:34])[N:13]=2)[N:6]=1)([CH3:4])([CH3:3])[CH3:2].Cl.[NH:36]1[CH2:39][CH2:38][CH2:37]1, predict the reaction product. The product is: [N:36]1([CH2:10][C:9]2[C:5]([C:1]([CH3:2])([CH3:4])[CH3:3])=[N:6][N:7]([C:12]3[CH:17]=[CH:16][N:15]=[C:14]([NH:18][C:19]4[C:20]([O:33][CH3:34])=[CH:21][C:22]([N:28]5[CH2:29][CH2:30][CH2:31][CH2:32]5)=[C:23]([NH:25][C:20](=[O:33])[CH:19]=[CH2:24])[CH:24]=4)[N:13]=3)[CH:8]=2)[CH2:39][CH2:38][CH2:37]1. (2) Given the reactants [NH:1]1[C:7](=[O:8])[CH2:6][CH2:5][NH:4][C:3]2[CH:9]=[CH:10][CH:11]=[CH:12][C:2]1=2.[Cl:13][C:14]1[CH:15]=[C:16]([CH:20]=[C:21]([Cl:24])[C:22]=1[OH:23])[C:17](Cl)=[O:18], predict the reaction product. The product is: [Cl:13][C:14]1[CH:15]=[C:16]([CH:20]=[C:21]([Cl:24])[C:22]=1[OH:23])[C:17]([N:4]1[CH2:5][CH2:6][C:7](=[O:8])[NH:1][C:2]2[CH:12]=[CH:11][CH:10]=[CH:9][C:3]1=2)=[O:18]. (3) Given the reactants Br[C:2]1[C:3]([N:24]2[CH2:28][CH2:27][C@@H:26]([OH:29])[CH2:25]2)=[N:4][CH:5]=[C:6]([CH:23]=1)[C:7]([NH:9][C:10]1[CH:15]=[CH:14][C:13]([C:16]([F:22])([F:21])[C:17]([Cl:20])([F:19])[F:18])=[CH:12][CH:11]=1)=[O:8].O1CCCCC1[N:36]1[C:40](B2OC(C)(C)C(C)(C)O2)=[CH:39][CH:38]=[N:37]1, predict the reaction product. The product is: [Cl:20][C:17]([F:19])([F:18])[C:16]([C:13]1[CH:14]=[CH:15][C:10]([NH:9][C:7](=[O:8])[C:6]2[CH:23]=[C:2]([C:38]3[NH:37][N:36]=[CH:40][CH:39]=3)[C:3]([N:24]3[CH2:28][CH2:27][C@@H:26]([OH:29])[CH2:25]3)=[N:4][CH:5]=2)=[CH:11][CH:12]=1)([F:22])[F:21]. (4) The product is: [F:1][CH:2]([F:23])[O:3][C:4]1[CH:9]=[CH:8][C:7]([C:10]2[CH:18]=[CH:17][CH:16]=[C:15]3[C:11]=2[CH2:12][CH2:13][C:14]3=[O:19])=[C:6]([O:20][CH2:30][CH3:31])[C:5]=1[O:21][CH3:22]. Given the reactants [F:1][CH:2]([F:23])[O:3][C:4]1[CH:9]=[CH:8][C:7]([C:10]2[CH:18]=[CH:17][CH:16]=[C:15]3[C:11]=2[CH2:12][CH2:13][C:14]3=[O:19])=[C:6]([OH:20])[C:5]=1[O:21][CH3:22].C(=O)([O-])[O-].[K+].[K+].[CH2:30](I)[CH3:31], predict the reaction product. (5) Given the reactants [C:1]([O:5][C:6]([N:8]1[C@H:12]([C:13]2[CH:18]=[CH:17][CH:16]=[CH:15][CH:14]=2)[C@H:11]([C:19]2[CH:24]=[CH:23][CH:22]=[CH:21][CH:20]=2)[N:10]=[C:9]1[NH2:25])=[O:7])([CH3:4])([CH3:3])[CH3:2].C(N(CC)CC)C.[F:33][C:34]1[CH:42]=[CH:41][C:37]([C:38](Cl)=[O:39])=[CH:36][CH:35]=1, predict the reaction product. The product is: [C:1]([O:5][C:6]([N:8]1[C@H:12]([C:13]2[CH:14]=[CH:15][CH:16]=[CH:17][CH:18]=2)[C@H:11]([C:19]2[CH:20]=[CH:21][CH:22]=[CH:23][CH:24]=2)[N:10]=[C:9]1[NH:25][C:38](=[O:39])[C:37]1[CH:41]=[CH:42][C:34]([F:33])=[CH:35][CH:36]=1)=[O:7])([CH3:4])([CH3:2])[CH3:3]. (6) The product is: [F:24][C:22]([F:23])([F:25])[C:17]1[CH:18]=[CH:19][CH:20]=[CH:21][C:16]=1[S:13]([N:8]1[CH2:9][CH2:10][CH2:11][CH2:12][CH:7]1[CH2:6][CH2:5][CH2:4][C:3]([OH:26])=[O:2])(=[O:15])=[O:14]. Given the reactants C[O:2][C:3](=[O:26])[CH2:4][CH2:5][CH2:6][CH:7]1[CH2:12][CH2:11][CH2:10][CH2:9][N:8]1[S:13]([C:16]1[CH:21]=[CH:20][CH:19]=[CH:18][C:17]=1[C:22]([F:25])([F:24])[F:23])(=[O:15])=[O:14].[OH-].[Li+], predict the reaction product. (7) Given the reactants O(C1C=CC(C(O)=O)=CC=1)C1C=CC=CC=1.C(#N)CC#N.[C:22]([C:24]([C:40]#[N:41])=[C:25](O)[C:26]1[CH:31]=[CH:30][C:29]([O:32][C:33]2[CH:38]=[CH:37][CH:36]=[CH:35][CH:34]=2)=[CH:28][CH:27]=1)#[N:23].C[Si](C=[N+:47]=[N-:48])(C)C.O.NN, predict the reaction product. The product is: [NH2:23][C:22]1[C:24]([C:40]#[N:41])=[C:25]([C:26]2[CH:31]=[CH:30][C:29]([O:32][C:33]3[CH:38]=[CH:37][CH:36]=[CH:35][CH:34]=3)=[CH:28][CH:27]=2)[NH:48][N:47]=1. (8) Given the reactants [C:1]([N:8]1[CH2:12][C@@H:11]([N:13]=[N+:14]=[N-:15])[CH2:10][C@H:9]1[C:16]([O:18]C)=[O:17])([O:3][C:4]([CH3:7])([CH3:6])[CH3:5])=[O:2].[Li+].[OH-], predict the reaction product. The product is: [C:1]([N:8]1[CH2:12][C@@H:11]([N:13]=[N+:14]=[N-:15])[CH2:10][C@H:9]1[C:16]([OH:18])=[O:17])([O:3][C:4]([CH3:7])([CH3:6])[CH3:5])=[O:2].